From a dataset of Reaction yield outcomes from USPTO patents with 853,638 reactions. Predict the reaction yield, written as a fraction of the theoretical maximum amount of product (1.0 means a 100% yield; for example, 0.34 means a 34% yield). (1) The reactants are [C:1]([O:5][C:6]([N:8]1[CH2:13][CH2:12][C:11]2[N:14]([CH2:20][O:21][CH2:22][CH2:23][Si:24]([CH3:27])([CH3:26])[CH3:25])[N:15]=[C:16](B(O)O)[C:10]=2[CH2:9]1)=[O:7])([CH3:4])([CH3:3])[CH3:2].Br[C:29]1[S:33][N:32]=[CH:31][CH:30]=1.CC(C1C=C(C(C)C)C(C2C=CC=CC=2P(C2CCCCC2)C2CCCCC2)=C(C(C)C)C=1)C.C([O-])([O-])=O.[Na+].[Na+]. The catalyst is O1CCOCC1.O.C1C=CC(/C=C/C(/C=C/C2C=CC=CC=2)=O)=CC=1.C1C=CC(/C=C/C(/C=C/C2C=CC=CC=2)=O)=CC=1.C1C=CC(/C=C/C(/C=C/C2C=CC=CC=2)=O)=CC=1.[Pd].[Pd]. The product is [S:33]1[C:29]([C:16]2[C:10]3[CH2:9][N:8]([C:6]([O:5][C:1]([CH3:4])([CH3:3])[CH3:2])=[O:7])[CH2:13][CH2:12][C:11]=3[N:14]([CH2:20][O:21][CH2:22][CH2:23][Si:24]([CH3:27])([CH3:26])[CH3:25])[N:15]=2)=[CH:30][CH:31]=[N:32]1. The yield is 0.154. (2) The reactants are FC1C=C(N)C=CC=1OC1C=CN=C2C=CSC=12.[F:19][C:20]1[CH:21]=[C:22]([NH:46][C:47]([NH:49][C:50](=[O:58])[CH2:51][C:52]2[CH:57]=[CH:56][CH:55]=[CH:54][CH:53]=2)=[S:48])[CH:23]=[CH:24][C:25]=1[O:26][C:27]1[CH:32]=[CH:31][N:30]=[C:29]2[CH:33]=[C:34](C3C=CC(S(C)(=O)=O)=CC=3)[S:35][C:28]=12. No catalyst specified. The product is [F:19][C:20]1[CH:21]=[C:22]([NH:46][C:47]([NH:49][C:50](=[O:58])[CH2:51][C:52]2[CH:53]=[CH:54][CH:55]=[CH:56][CH:57]=2)=[S:48])[CH:23]=[CH:24][C:25]=1[O:26][C:27]1[CH:32]=[CH:31][N:30]=[C:29]2[CH:33]=[CH:34][S:35][C:28]=12. The yield is 0.290. (3) The reactants are [BH4-].[Na+].[CH:3]([C:5]1[CH:6]=[C:7]2[C:12](=[CH:13][CH:14]=1)[CH:11]=[C:10]([S:15]([CH2:18][CH2:19][C:20]([O:22][C:23]([CH3:26])([CH3:25])[CH3:24])=[O:21])(=[O:17])=[O:16])[CH:9]=[CH:8]2)=[O:4]. The catalyst is C(O)C. The product is [OH:4][CH2:3][C:5]1[CH:6]=[C:7]2[C:12](=[CH:13][CH:14]=1)[CH:11]=[C:10]([S:15]([CH2:18][CH2:19][C:20]([O:22][C:23]([CH3:26])([CH3:25])[CH3:24])=[O:21])(=[O:17])=[O:16])[CH:9]=[CH:8]2. The yield is 0.990. (4) The reactants are [C:1]([CH2:3][C:4]1[CH:9]=[CH:8][C:7]([C:10]2[CH:11]=[N:12][N:13]([C:17]3[CH:30]=[CH:29][C:20]([C:21]([NH:23][CH2:24][CH2:25][CH2:26][O:27][CH3:28])=[O:22])=[CH:19][N:18]=3)[C:14]=2[O:15]C)=[CH:6][C:5]=1[F:31])#[N:2].[Cl-].[Li+]. The catalyst is CC(N(C)C)=O.CS(C)=O. The product is [C:1]([CH2:3][C:4]1[CH:9]=[CH:8][C:7]([C:10]2[CH:11]=[N:12][N:13]([C:17]3[CH:30]=[CH:29][C:20]([C:21]([NH:23][CH2:24][CH2:25][CH2:26][O:27][CH3:28])=[O:22])=[CH:19][N:18]=3)[C:14]=2[OH:15])=[CH:6][C:5]=1[F:31])#[N:2]. The yield is 0.575. (5) The reactants are CO[C:3]([C:5]1[C:14]2[C:9](=[C:10]([NH:15][S:16]([C:19]3[CH:24]=[CH:23][CH:22]=[CH:21][CH:20]=3)(=[O:18])=[O:17])[CH:11]=[CH:12][CH:13]=2)[N:8]=[CH:7][CH:6]=1)=[O:4].[NH3:25]. The catalyst is CO. The product is [C:19]1([S:16]([NH:15][C:10]2[CH:11]=[CH:12][CH:13]=[C:14]3[C:9]=2[N:8]=[CH:7][CH:6]=[C:5]3[C:3]([NH2:25])=[O:4])(=[O:17])=[O:18])[CH:20]=[CH:21][CH:22]=[CH:23][CH:24]=1. The yield is 0.500. (6) The reactants are [Br:1][C:2]1[C:3]([CH3:11])=[C:4]([CH2:9][NH2:10])[C:5]([CH3:8])=[CH:6][CH:7]=1.Cl[C:13]1[C:14]2[C:15](=[N:19][N:20]([CH2:22][C:23]3[CH:28]=[CH:27][C:26]([CH2:29][N:30]4[CH:34]=[CH:33][CH:32]=[N:31]4)=[CH:25][CH:24]=3)[CH:21]=2)[N:16]=[CH:17][N:18]=1.CCN(C(C)C)C(C)C. The catalyst is CC(N(C)C)=O. The product is [Br:1][C:2]1[C:3]([CH3:11])=[C:4]([CH2:9][NH:10][C:13]2[C:14]3[C:15](=[N:19][N:20]([CH2:22][C:23]4[CH:24]=[CH:25][C:26]([CH2:29][N:30]5[CH:34]=[CH:33][CH:32]=[N:31]5)=[CH:27][CH:28]=4)[CH:21]=3)[N:16]=[CH:17][N:18]=2)[C:5]([CH3:8])=[CH:6][CH:7]=1. The yield is 0.420.